Predict the reactants needed to synthesize the given product. From a dataset of Full USPTO retrosynthesis dataset with 1.9M reactions from patents (1976-2016). (1) Given the product [CH3:5][NH:7][CH2:9][CH2:10][C:11]1[CH:20]=[CH:19][C:14]([C:15]([O:17][CH3:18])=[O:16])=[CH:13][CH:12]=1, predict the reactants needed to synthesize it. The reactants are: [H-].[Na+].FC(F)(F)[C:5]([N:7]([CH2:9][CH2:10][C:11]1[CH:20]=[CH:19][C:14]([C:15]([O:17][CH3:18])=[O:16])=[CH:13][CH:12]=1)C)=O.O.Cl. (2) Given the product [CH:4]([C:7]1[N:8]=[C:9]([C:12]([OH:14])=[O:13])[S:10][CH:11]=1)([CH3:6])[CH3:5], predict the reactants needed to synthesize it. The reactants are: O.[OH-].[Li+].[CH:4]([C:7]1[N:8]=[C:9]([C:12]([O:14]CC)=[O:13])[S:10][CH:11]=1)([CH3:6])[CH3:5]. (3) Given the product [F:1][C:2]1([CH:6]([C:8]2[CH:13]=[CH:12][CH:11]=[CH:10][CH:9]=2)[OH:7])[CH2:5][CH2:4][CH2:3]1, predict the reactants needed to synthesize it. The reactants are: [F:1][C:2]1([C:6]([C:8]2[CH:13]=[CH:12][CH:11]=[CH:10][CH:9]=2)=[O:7])[CH2:5][CH2:4][CH2:3]1.[BH4-].[Na+].O. (4) The reactants are: [F:1][C:2]([F:24])([F:23])[C:3]1[CH:4]=[C:5]([CH:16]=[C:17]([C:19]([F:22])([F:21])[F:20])[CH:18]=1)[CH2:6][NH:7][C:8]1[N:9]=[N:10][N:11]([CH2:13][CH2:14][OH:15])[N:12]=1.[O:25]1[CH:30]=[CH:29][CH2:28][CH2:27][CH2:26]1.C1(C)C=CC(S([O-])(=O)=O)=CC=1.[NH+]1C=CC=CC=1. Given the product [F:20][C:19]([F:21])([F:22])[C:17]1[CH:16]=[C:5]([CH:4]=[C:3]([C:2]([F:1])([F:23])[F:24])[CH:18]=1)[CH2:6][NH:7][C:8]1[N:9]=[N:10][N:11]([CH2:13][CH2:14][O:15][CH:26]2[CH2:27][CH2:28][CH2:29][CH2:30][O:25]2)[N:12]=1, predict the reactants needed to synthesize it. (5) Given the product [Cl:1][C:2]1[C:3]2[CH:13]=[CH:12][CH:11]=[CH:10][C:4]=2[S:5][C:6]=1[C:7]([NH:20][C:21]1[CH:22]=[C:23]([NH:27][C:28]([C:30]2[O:31][CH:32]=[CH:33][CH:34]=2)=[O:29])[CH:24]=[CH:25][CH:26]=1)=[O:9], predict the reactants needed to synthesize it. The reactants are: [Cl:1][C:2]1[C:3]2[CH:13]=[CH:12][CH:11]=[CH:10][C:4]=2[S:5][C:6]=1[C:7]([OH:9])=O.C(Cl)(=O)C(Cl)=O.[NH2:20][C:21]1[CH:22]=[C:23]([NH:27][C:28]([C:30]2[O:31][CH:32]=[CH:33][CH:34]=2)=[O:29])[CH:24]=[CH:25][CH:26]=1. (6) Given the product [O:1]([N:2]1[C:7]([CH3:9])([CH3:8])[CH2:6][CH:5]([O:10][C:11](=[O:18])[C:12]2[CH:17]=[CH:16][CH:15]=[CH:14][CH:13]=2)[CH2:4][C:3]1([CH3:20])[CH3:19])[C:29]1[CH:34]=[CH:33][CH:32]=[CH:31][CH:30]=1, predict the reactants needed to synthesize it. The reactants are: [OH:1][N:2]1[C:7]([CH3:9])([CH3:8])[CH2:6][CH:5]([O:10][C:11](=[O:18])[C:12]2[CH:17]=[CH:16][CH:15]=[CH:14][CH:13]=2)[CH2:4][C:3]1([CH3:20])[CH3:19].N(OC(C)(C)C)=O.N[C:29]1[CH:34]=[CH:33][CH:32]=[CH:31][CH:30]=1. (7) Given the product [CH:8]12[NH:10][CH:5]([CH2:6][CH2:7]1)[CH2:4][CH:3]([CH2:2][OH:1])[CH2:9]2, predict the reactants needed to synthesize it. The reactants are: [OH:1][CH2:2][CH:3]1[CH2:9][C@H:8]2[N:10](C(OC(C)(C)C)=O)[C@H:5]([CH2:6][CH2:7]2)[CH2:4]1.Cl.